This data is from Full USPTO retrosynthesis dataset with 1.9M reactions from patents (1976-2016). The task is: Predict the reactants needed to synthesize the given product. (1) Given the product [OH:30][C:23]1[C:22](=[O:21])[N:9]([CH2:8][CH2:7][CH2:6][N:1]2[CH:5]=[CH:4][N:3]=[CH:2]2)[CH:14]([C:13]2[CH:16]=[CH:17][CH:18]=[C:11]([OH:10])[CH:12]=2)[C:24]=1[CH2:25][CH2:26][CH2:27][CH2:28][CH3:29], predict the reactants needed to synthesize it. The reactants are: [N:1]1([CH2:6][CH2:7][CH2:8][NH2:9])[CH:5]=[CH:4][N:3]=[CH:2]1.[OH:10][C:11]1[CH:12]=[C:13]([CH:16]=[CH:17][CH:18]=1)[CH:14]=O.C([O:21][C:22](=O)[C:23](=[O:30])[CH2:24][CH2:25][CH2:26][CH2:27][CH2:28][CH3:29])C. (2) Given the product [Cl:43][CH2:44][CH2:45][NH:46][C:47]([N:23]1[C:24]2[C:29](=[N:28][C:27]([O:30][CH3:31])=[CH:26][CH:25]=2)[C@@H:20]([NH:19][C:9]2[N:8]=[C:7]([CH2:6][C:5]3[CH:4]=[C:3]([C:2]([F:1])([F:41])[F:42])[CH:36]=[C:35]([C:37]([F:38])([F:39])[F:40])[CH:34]=3)[C:12]([N:13]3[CH2:14][CH2:15][O:16][CH2:17][CH2:18]3)=[CH:11][N:10]=2)[CH2:21][C@H:22]1[CH2:32][CH3:33])=[O:48], predict the reactants needed to synthesize it. The reactants are: [F:1][C:2]([F:42])([F:41])[C:3]1[CH:4]=[C:5]([CH:34]=[C:35]([C:37]([F:40])([F:39])[F:38])[CH:36]=1)[CH2:6][C:7]1[C:12]([N:13]2[CH2:18][CH2:17][O:16][CH2:15][CH2:14]2)=[CH:11][N:10]=[C:9]([NH:19][C@@H:20]2[C:29]3[C:24](=[CH:25][CH:26]=[C:27]([O:30][CH3:31])[N:28]=3)[NH:23][C@H:22]([CH2:32][CH3:33])[CH2:21]2)[N:8]=1.[Cl:43][CH2:44][CH2:45][N:46]=[C:47]=[O:48].C(=O)([O-])O.[Na+]. (3) Given the product [ClH:16].[CH2:12]([C:7]1[CH:6]=[C:5]([CH:10]=[C:9]([CH3:11])[N:8]=1)[C:4]([OH:15])=[O:3])[CH2:13][CH3:14], predict the reactants needed to synthesize it. The reactants are: C([O:3][C:4](=[O:15])[C:5]1[CH:10]=[C:9]([CH3:11])[N:8]=[C:7]([CH2:12][CH2:13][CH3:14])[CH:6]=1)C.[ClH:16]. (4) Given the product [CH:11]([OH:12])=[O:33].[NH2:23][C:20]1[N:21]=[CH:22][C:17]([C:3]2[CH:4]=[CH:5][C:6]([C:25]3[CH:30]=[CH:29][CH:28]=[CH:27][C:26]=3[CH2:31][S:32]([NH:35][CH2:36][CH2:37][OH:38])(=[O:34])=[O:33])=[CH:7][C:2]=2[F:1])=[N:18][CH:19]=1, predict the reactants needed to synthesize it. The reactants are: [F:1][C:2]1[CH:7]=[C:6](B2[O:12][C:11](C)(C)C(C)(C)O2)[CH:5]=[CH:4][C:3]=1[C:17]1[N:18]=[CH:19][C:20]([NH2:23])=[N:21][CH:22]=1.Br[C:25]1[CH:30]=[CH:29][CH:28]=[CH:27][C:26]=1[CH2:31][S:32]([NH:35][CH2:36][CH2:37][OH:38])(=[O:34])=[O:33]. (5) Given the product [Br:18][CH2:3][C:4]([C:6]1[C:15]2[C:10](=[CH:11][C:12]([CH3:16])=[CH:13][CH:14]=2)[O:9][C:8](=[O:17])[CH:7]=1)=[O:5], predict the reactants needed to synthesize it. The reactants are: C([O:3][C:4]([C:6]1[C:15]2[C:10](=[CH:11][C:12]([CH3:16])=[CH:13][CH:14]=2)[O:9][C:8](=[O:17])[CH:7]=1)=[CH2:5])C.[Br:18]N1C(=O)CCC1=O.C1(C)C=CC=CC=1. (6) Given the product [Cl:24][C:13]1[CH:12]=[C:11]([S:10]([F:20])([F:21])([F:22])([F:23])[F:9])[CH:19]=[CH:18][C:14]=1[C:15]([OH:17])=[O:16], predict the reactants needed to synthesize it. The reactants are: CN(CCN(C)C)C.[F:9][S:10]([F:23])([F:22])([F:21])([F:20])[C:11]1[CH:19]=[CH:18][C:14]([C:15]([OH:17])=[O:16])=[CH:13][CH:12]=1.[Cl:24]C(Cl)(Cl)C(Cl)(Cl)Cl.O. (7) Given the product [CH:18]1([NH:17][C:16]2[N:11]3[N:10]=[C:9]([NH:8][C:6](=[O:7])[C:5]4[CH:25]=[CH:26][C:2]([NH:27][CH2:28][CH2:29][CH2:30][OH:31])=[N:3][CH:4]=4)[N:24]=[C:12]3[CH:13]=[CH:14][CH:15]=2)[CH2:23][CH2:22][CH2:21][CH2:20][CH2:19]1, predict the reactants needed to synthesize it. The reactants are: Cl[C:2]1[CH:26]=[CH:25][C:5]([C:6]([NH:8][C:9]2[N:24]=[C:12]3[CH:13]=[CH:14][CH:15]=[C:16]([NH:17][CH:18]4[CH2:23][CH2:22][CH2:21][CH2:20][CH2:19]4)[N:11]3[N:10]=2)=[O:7])=[CH:4][N:3]=1.[NH2:27][CH2:28][CH2:29][CH2:30][OH:31]. (8) Given the product [F:1][C:2]1[C:7]2[N:8]=[CH:9][S:10][C:6]=2[CH:5]=[C:4]([C:11]([O:13][CH3:14])=[O:12])[C:3]=1[NH:15][C:16]1[CH:21]=[CH:20][C:19]([I:30])=[CH:18][C:17]=1[F:22], predict the reactants needed to synthesize it. The reactants are: [F:1][C:2]1[C:7]2[N:8]=[CH:9][S:10][C:6]=2[CH:5]=[C:4]([C:11]([O:13][CH3:14])=[O:12])[C:3]=1[NH:15][C:16]1[CH:21]=[CH:20][CH:19]=[CH:18][C:17]=1[F:22].C1C(=O)N([I:30])C(=O)C1.FC(F)(F)C(O)=O.FC(F)(F)S(O)(=O)=O.CS(O)(=O)=O.S1(CCCC1)(=O)=O. (9) Given the product [F:1][C:2]1[CH:31]=[CH:30][CH:29]=[CH:28][C:3]=1[CH2:4][N:5]1[C:10](=[O:11])[CH:9]=[CH:8][C:7]([CH2:12][C:13]2[C:21]3[C:16](=[CH:17][CH:18]=[CH:19][CH:20]=3)[N:15]([CH2:22][C:23]([OH:25])=[O:24])[C:14]=2[CH3:27])=[CH:6]1, predict the reactants needed to synthesize it. The reactants are: [F:1][C:2]1[CH:31]=[CH:30][CH:29]=[CH:28][C:3]=1[CH2:4][N:5]1[C:10](=[O:11])[CH:9]=[CH:8][C:7]([CH2:12][C:13]2[C:21]3[C:16](=[CH:17][CH:18]=[CH:19][CH:20]=3)[N:15]([CH2:22][C:23]([O:25]C)=[O:24])[C:14]=2[CH3:27])=[CH:6]1.O.[OH-].[Li+]. (10) Given the product [CH3:1][O:2][C:3]1[C:8]2[N:9]=[C:10]([NH:12][C:26]([C:28]3[CH:29]=[N:30][N:31]([CH2:33][CH2:34][N:35]4[CH2:40][CH2:39][O:38][CH2:37][CH2:36]4)[CH:32]=3)=[O:25])[S:11][C:7]=2[C:6]([N:13]2[CH2:18][CH2:17][O:16][CH2:15][CH2:14]2)=[CH:5][CH:4]=1, predict the reactants needed to synthesize it. The reactants are: [CH3:1][O:2][C:3]1[C:8]2[N:9]=[C:10]([NH2:12])[S:11][C:7]=2[C:6]([N:13]2[CH2:18][CH2:17][O:16][CH2:15][CH2:14]2)=[CH:5][CH:4]=1.C1([O:25][C:26]([C:28]2[CH:29]=[N:30][N:31]([CH2:33][CH2:34][N:35]3[CH2:40][CH2:39][O:38][CH2:37][CH2:36]3)[CH:32]=2)=O)C=CC=CC=1.